The task is: Predict the product of the given reaction.. This data is from Forward reaction prediction with 1.9M reactions from USPTO patents (1976-2016). (1) Given the reactants [N:1]1[CH:6]=[CH:5][CH:4]=[CH:3][C:2]=1[C@@H:7]([NH2:9])[CH3:8].C([O:14][C:15]([C:17]1[CH:22]=[CH:21][CH:20]=[CH:19][C:18]=1[C:23]1[CH:28]=[CH:27][C:26]([CH2:29][N:30]2[C:38]3[C:33](=[CH:34][C:35]([C:39](O)=[O:40])=[CH:36][CH:37]=3)[C:32]([CH3:42])=[C:31]2[CH3:43])=[CH:25][CH:24]=1)=[O:16])(C)(C)C, predict the reaction product. The product is: [CH3:43][C:31]1[N:30]([CH2:29][C:26]2[CH:27]=[CH:28][C:23]([C:18]3[C:17]([C:15]([OH:16])=[O:14])=[CH:22][CH:21]=[CH:20][CH:19]=3)=[CH:24][CH:25]=2)[C:38]2[C:33]([C:32]=1[CH3:42])=[CH:34][C:35]([C:39](=[O:40])[NH:9][C@H:7]([C:2]1[CH:3]=[CH:4][CH:5]=[CH:6][N:1]=1)[CH3:8])=[CH:36][CH:37]=2. (2) The product is: [C:17]([N:7]1[C:8]2[C:13](=[CH:12][C:11]([O:14][CH3:15])=[CH:10][CH:9]=2)[C:5]([CH2:4][C:3]([OH:2])=[O:16])=[CH:6]1)(=[O:19])[NH2:18]. Given the reactants C[O:2][C:3](=[O:16])[CH2:4][C:5]1[C:13]2[C:8](=[CH:9][CH:10]=[C:11]([O:14][CH3:15])[CH:12]=2)[NH:7][CH:6]=1.[C:17](N1C2C(=CC=CC=2)C(CC(O)=O)=C1)(=[O:19])[NH2:18], predict the reaction product. (3) Given the reactants [Cl:1][C:2]1[CH:19]=[C:18]([F:20])[C:17]([N:21]2[C:26](=[O:27])[CH:25]=[C:24]([C:28]([F:31])([F:30])[F:29])[N:23]([CH3:32])[C:22]2=[O:33])=[CH:16][C:3]=1[O:4][C:5]1[CH:15]=[CH:14][CH:13]=[CH:12][C:6]=1[O:7][CH2:8][C:9]([OH:11])=[O:10].O1C[CH2:37][CH2:36][CH2:35]1, predict the reaction product. The product is: [Cl:1][C:2]1[CH:19]=[C:18]([F:20])[C:17]([N:21]2[C:26](=[O:27])[CH:25]=[C:24]([C:28]([F:29])([F:30])[F:31])[N:23]([CH3:32])[C:22]2=[O:33])=[CH:16][C:3]=1[O:4][C:5]1[CH:15]=[CH:14][CH:13]=[CH:12][C:6]=1[O:7][CH2:8][C:9]([O:11][CH2:37][CH:36]=[CH2:35])=[O:10]. (4) Given the reactants [NH2:1][C:2]1[C:7]([CH3:8])=[CH:6][C:5]([C:9]2[NH:18][C:17](=[O:19])[C:16]3[C:11](=[CH:12][C:13]([O:22][CH3:23])=[CH:14][C:15]=3[O:20][CH3:21])[N:10]=2)=[CH:4][C:3]=1[CH3:24].[CH:25]([N:28]([CH:31](C)C)[CH2:29]C)(C)C.CS(Cl)(=O)=O, predict the reaction product. The product is: [CH3:21][O:20][C:15]1[CH:14]=[C:13]([O:22][CH3:23])[CH:12]=[C:11]2[C:16]=1[C:17](=[O:19])[NH:18][C:9]([C:5]1[CH:6]=[C:7]([CH3:8])[C:2](/[N:1]=[CH:25]/[N:28]([CH3:31])[CH3:29])=[C:3]([CH3:24])[CH:4]=1)=[N:10]2.